Dataset: Full USPTO retrosynthesis dataset with 1.9M reactions from patents (1976-2016). Task: Predict the reactants needed to synthesize the given product. (1) Given the product [N:43]1[S:42][N:41]=[C:40]2[C:35]([C:33]([C:2]3[N:3]=[CH:4][N:5]([C:7]([C:8]4[CH:9]=[CH:10][CH:11]=[CH:12][CH:13]=4)([C:20]4[CH:25]=[CH:24][CH:23]=[CH:22][CH:21]=4)[C:14]4[CH:19]=[CH:18][CH:17]=[CH:16][CH:15]=4)[CH:6]=3)=[O:34])=[CH:36][CH:37]=[CH:38][C:39]=12, predict the reactants needed to synthesize it. The reactants are: I[C:2]1[N:3]=[CH:4][N:5]([C:7]([C:20]2[CH:25]=[CH:24][CH:23]=[CH:22][CH:21]=2)([C:14]2[CH:19]=[CH:18][CH:17]=[CH:16][CH:15]=2)[C:8]2[CH:13]=[CH:12][CH:11]=[CH:10][CH:9]=2)[CH:6]=1.C([Mg]Br)C.CON(C)[C:33]([C:35]1[C:40]2=[N:41][S:42][N:43]=[C:39]2[CH:38]=[CH:37][CH:36]=1)=[O:34]. (2) Given the product [Br:1][C:2]1[C:3]([C:8]([F:9])([F:11])[F:10])=[N:4][N:5]([CH:25]2[CH2:26][CH2:27][CH2:28][CH2:29][O:24]2)[C:6]=1[CH3:7], predict the reactants needed to synthesize it. The reactants are: [Br:1][C:2]1[C:3]([C:8]([F:11])([F:10])[F:9])=[N:4][NH:5][C:6]=1[CH3:7].O.C1(C)C=CC(S(O)(=O)=O)=CC=1.[O:24]1[CH:29]=[CH:28][CH2:27][CH2:26][CH2:25]1. (3) Given the product [CH2:12]([O:11][C:9]([N:6]1[CH2:7][CH2:8][CH:3]([CH2:2][NH:1][C:22]2[C:21]([C:19]#[N:20])=[CH:26][CH:25]=[CH:24][N:23]=2)[CH2:4][CH2:5]1)=[O:10])[C:13]1[CH:14]=[CH:15][CH:16]=[CH:17][CH:18]=1, predict the reactants needed to synthesize it. The reactants are: [NH2:1][CH2:2][CH:3]1[CH2:8][CH2:7][N:6]([C:9]([O:11][CH2:12][C:13]2[CH:18]=[CH:17][CH:16]=[CH:15][CH:14]=2)=[O:10])[CH2:5][CH2:4]1.[C:19]([C:21]1[CH:22]=[N:23][CH:24]=[CH:25][CH:26]=1)#[N:20].CCOCC. (4) Given the product [N:1]1[C:2]([CH2:10][CH2:11][O:12][C:14]2[CH:36]=[CH:35][C:17]3[CH2:18][CH:19]([CH2:29][C:30]([O:32][CH2:33][CH3:34])=[O:31])[C:20](=[O:28])[N:21]([CH2:23][C:24]([F:26])([F:27])[F:25])[CH2:22][C:16]=3[CH:15]=2)=[CH:3][N:4]2[CH:9]=[CH:8][CH:7]=[N:6][C:5]=12, predict the reactants needed to synthesize it. The reactants are: [N:1]1[C:2]([CH2:10][CH2:11][OH:12])=[CH:3][N:4]2[CH:9]=[CH:8][CH:7]=[N:6][C:5]=12.O[C:14]1[CH:36]=[CH:35][C:17]2[CH2:18][CH:19]([CH2:29][C:30]([O:32][CH2:33][CH3:34])=[O:31])[C:20](=[O:28])[N:21]([CH2:23][C:24]([F:27])([F:26])[F:25])[CH2:22][C:16]=2[CH:15]=1.C1(P(C2C=CC=CC=2)C2C=CC=CC=2)C=CC=CC=1.N(C(OC(C)C)=O)=NC(OC(C)C)=O. (5) Given the product [C:1]([O:5][C:6](=[O:15])[NH:7][C:8]1[S:9][C:10]([CH:13]([OH:14])[CH2:20][NH2:21])=[CH:11][N:12]=1)([CH3:4])([CH3:2])[CH3:3], predict the reactants needed to synthesize it. The reactants are: [C:1]([O:5][C:6](=[O:15])[NH:7][C:8]1[S:9][C:10]([CH:13]=[O:14])=[CH:11][N:12]=1)([CH3:4])([CH3:3])[CH3:2].C[Si]([C:20]#[N:21])(C)C. (6) Given the product [CH3:27][O:26][C:3]1[CH:4]=[C:5]([N:8]2[CH2:13][CH2:12][C:11]3[CH:14]=[C:15]([C:17]4[CH:22]=[CH:21][C:20]([O:23][CH3:24])=[CH:19][CH:18]=4)[S:16][C:10]=3[C:9]2=[O:25])[CH:6]=[CH:7][C:2]=1[O:1][S:30]([C:29]([F:42])([F:41])[F:28])(=[O:32])=[O:31], predict the reactants needed to synthesize it. The reactants are: [OH:1][C:2]1[CH:7]=[CH:6][C:5]([N:8]2[CH2:13][CH2:12][C:11]3[CH:14]=[C:15]([C:17]4[CH:22]=[CH:21][C:20]([O:23][CH3:24])=[CH:19][CH:18]=4)[S:16][C:10]=3[C:9]2=[O:25])=[CH:4][C:3]=1[O:26][CH3:27].[F:28][C:29]([F:42])([F:41])[S:30](O[S:30]([C:29]([F:42])([F:41])[F:28])(=[O:32])=[O:31])(=[O:32])=[O:31]. (7) The reactants are: [Cl:1][C:2]1[N:6]2[CH:7]=[C:8]([CH2:15][CH2:16][CH3:17])[CH:9]=[C:10]([C:11]([F:14])([F:13])[F:12])[C:5]2=[N:4][C:3]=1[C:18]([O:20]C)=[O:19].O.[OH-].[Na+].Cl. Given the product [Cl:1][C:2]1[N:6]2[CH:7]=[C:8]([CH2:15][CH2:16][CH3:17])[CH:9]=[C:10]([C:11]([F:13])([F:12])[F:14])[C:5]2=[N:4][C:3]=1[C:18]([OH:20])=[O:19], predict the reactants needed to synthesize it.